From a dataset of Reaction yield outcomes from USPTO patents with 853,638 reactions. Predict the reaction yield, written as a fraction of the theoretical maximum amount of product (1.0 means a 100% yield; for example, 0.34 means a 34% yield). (1) The reactants are [CH3:1][N:2]([CH3:20])[C:3]([C:5]1[N:14]([CH:15]2[CH2:19][CH2:18][CH2:17][CH2:16]2)[C:8]2[N:9]=[C:10](Cl)[N:11]=[CH:12][C:7]=2[CH:6]=1)=[O:4].[C:21]([O:25][C:26]([N:28]1[CH2:33][CH:32]2C[CH:29]1[CH2:30][N:31]2[C:35]1[CH:36]=[N:37][C:38]([NH2:41])=[CH:39][CH:40]=1)=[O:27])([CH3:24])([CH3:23])[CH3:22]. No catalyst specified. The product is [C:21]([O:25][C:26]([N:28]1[CH2:33][CH2:32][N:31]([C:35]2[CH:36]=[N:37][C:38]([NH:41][C:10]3[N:11]=[CH:12][C:7]4[CH:6]=[C:5]([C:3](=[O:4])[N:2]([CH3:20])[CH3:1])[N:14]([CH:15]5[CH2:19][CH2:18][CH2:17][CH2:16]5)[C:8]=4[N:9]=3)=[CH:39][CH:40]=2)[CH2:30][CH2:29]1)=[O:27])([CH3:24])([CH3:22])[CH3:23]. The yield is 0.940. (2) The reactants are Cl[C:2]1[N:6]([CH3:7])[N:5]=[CH:4][C:3]=1[N+:8]([O-:10])=[O:9].[C:11]([CH:13]1[CH2:18][CH2:17][NH:16][CH2:15][CH2:14]1)#[N:12]. No catalyst specified. The product is [CH3:7][N:6]1[C:2]([N:16]2[CH2:17][CH2:18][CH:13]([C:11]#[N:12])[CH2:14][CH2:15]2)=[C:3]([N+:8]([O-:10])=[O:9])[CH:4]=[N:5]1. The yield is 0.790.